Dataset: Catalyst prediction with 721,799 reactions and 888 catalyst types from USPTO. Task: Predict which catalyst facilitates the given reaction. (1) Reactant: [CH3:1][C:2]([Si:5](Cl)([CH3:7])[CH3:6])([CH3:4])[CH3:3].Cl.[F:10][C:11]1([F:27])[C@H:15]([OH:16])[C@@H:14]([CH2:17][OH:18])[O:13][C@H:12]1[N:19]1[CH:26]=[CH:25][C:23]([NH2:24])=[N:22][C:20]1=[O:21]. Product: [Si:5]([O:18][CH2:17][C@H:14]1[O:13][C@@H:12]([N:19]2[CH:26]=[CH:25][C:23]([NH2:24])=[N:22][C:20]2=[O:21])[C:11]([F:10])([F:27])[C@@H:15]1[OH:16])([C:2]([CH3:4])([CH3:3])[CH3:1])([CH3:7])[CH3:6]. The catalyst class is: 17. (2) Reactant: [ClH:1].[CH3:2][O:3][C@@H:4]1[CH2:9][CH2:8][N:7]([C@@H](C2C=CC=CC=2)C)[C@H:6]([CH3:18])[CH2:5]1. Product: [ClH:1].[CH3:2][O:3][C@@H:4]1[CH2:9][CH2:8][NH:7][C@H:6]([CH3:18])[CH2:5]1. The catalyst class is: 43. (3) Reactant: C(=O)([O-])[O-].[K+].[K+].[NH2:7][C@H:8]1[CH2:12][CH2:11][C@@H:10]([C:13]([O:15][CH3:16])=[O:14])[CH2:9]1.[CH2:17](Br)[C:18]1[CH:23]=[CH:22][CH:21]=[CH:20][CH:19]=1. Product: [CH2:17]([NH:7][C@H:8]1[CH2:12][CH2:11][C@@H:10]([C:13]([O:15][CH3:16])=[O:14])[CH2:9]1)[C:18]1[CH:23]=[CH:22][CH:21]=[CH:20][CH:19]=1. The catalyst class is: 5. (4) Reactant: [CH3:1][N:2]([C@@H:10]1[CH2:14][CH2:13][N:12]([C:15]2[CH:20]=[C:19]([NH:21][C:22]34[CH2:31][CH:26]5[CH2:27][CH:28]([CH2:30][CH:24]([CH2:25]5)[CH2:23]3)[CH2:29]4)[N:18]=[N:17][CH:16]=2)[CH2:11]1)C(=O)OC(C)(C)C.[ClH:32].CCOCC. Product: [ClH:32].[ClH:32].[CH3:1][NH:2][C@@H:10]1[CH2:14][CH2:13][N:12]([C:15]2[CH:20]=[C:19]([NH:21][C:22]34[CH2:31][CH:26]5[CH2:27][CH:28]([CH2:30][CH:24]([CH2:25]5)[CH2:23]3)[CH2:29]4)[N:18]=[N:17][CH:16]=2)[CH2:11]1. The catalyst class is: 5.